Predict the reactants needed to synthesize the given product. From a dataset of Full USPTO retrosynthesis dataset with 1.9M reactions from patents (1976-2016). (1) Given the product [Cl:1][C:2]1[CH:7]=[C:6]([CH:14]([OH:16])[CH3:15])[CH:5]=[CH:4][N:3]=1, predict the reactants needed to synthesize it. The reactants are: [Cl:1][C:2]1[CH:7]=[C:6](I)[CH:5]=[CH:4][N:3]=1.[Li]CCCC.[CH:14](=[O:16])[CH3:15]. (2) Given the product [C:25]([O:29][C:30]([N:32]1[CH2:37][CH2:36][N:35]([C:38]2[S:39][C:40](=[CH:16][C:12]3[CH:11]=[C:10]4[C:15](=[CH:14][CH:13]=3)[N:7]([CH2:6][C:5]3[CH:19]=[CH:20][C:2]([Cl:1])=[CH:3][C:4]=3[C:21]([F:24])([F:22])[F:23])[N:8]=[C:9]4[CH3:18])[C:41](=[O:43])[N:42]=2)[CH2:34][C@@H:33]1[CH2:44][OH:45])=[O:31])([CH3:28])([CH3:27])[CH3:26], predict the reactants needed to synthesize it. The reactants are: [Cl:1][C:2]1[CH:20]=[CH:19][C:5]([CH2:6][N:7]2[C:15]3[C:10](=[CH:11][C:12]([CH:16]=O)=[CH:13][CH:14]=3)[C:9]([CH3:18])=[N:8]2)=[C:4]([C:21]([F:24])([F:23])[F:22])[CH:3]=1.[C:25]([O:29][C:30]([N:32]1[CH2:37][CH2:36][N:35]([C:38]2[S:39][CH2:40][C:41](=[O:43])[N:42]=2)[CH2:34][C@@H:33]1[CH2:44][OH:45])=[O:31])([CH3:28])([CH3:27])[CH3:26]. (3) The reactants are: [K+].[CH3:2][S:3][C:4]1[N:8]([CH2:9][O:10][CH2:11][CH2:12][Si:13]([CH3:16])([CH3:15])[CH3:14])[C:7]([C:17]([O-:19])=O)=[CH:6][N:5]=1.[C:20]1([C:26]2[CH:31]=[C:30]([CH2:32][CH2:33][N:34]3[CH2:39][CH2:38][O:37][CH2:36][CH2:35]3)[CH:29]=[CH:28][C:27]=2[NH2:40])[CH2:25][CH2:24][CH2:23][CH2:22][CH:21]=1.C1CN([P+](Br)(N2CCCC2)N2CCCC2)CC1.F[P-](F)(F)(F)(F)F.CCN(C(C)C)C(C)C. Given the product [C:20]1([C:26]2[CH:31]=[C:30]([CH2:32][CH2:33][N:34]3[CH2:35][CH2:36][O:37][CH2:38][CH2:39]3)[CH:29]=[CH:28][C:27]=2[NH:40][C:17]([C:7]2[N:8]([CH2:9][O:10][CH2:11][CH2:12][Si:13]([CH3:14])([CH3:15])[CH3:16])[C:4]([S:3][CH3:2])=[N:5][CH:6]=2)=[O:19])[CH2:25][CH2:24][CH2:23][CH2:22][CH:21]=1, predict the reactants needed to synthesize it. (4) Given the product [Br:1][C:2]1[CH:7]=[CH:6][C:5]([C:8]2[N:14]([CH2:15][C@@H:16]3[CH2:20][CH2:19][N:18]([C:21]([CH:23]4[CH2:25][CH2:24]4)=[O:22])[CH2:17]3)[C:12](=[O:13])[NH:11][N:10]=2)=[CH:4][CH:3]=1, predict the reactants needed to synthesize it. The reactants are: [Br:1][C:2]1[CH:7]=[CH:6][C:5]([C:8]([NH:10][NH:11][C:12]([NH:14][CH2:15][C@@H:16]2[CH2:20][CH2:19][N:18]([C:21]([CH:23]3[CH2:25][CH2:24]3)=[O:22])[CH2:17]2)=[O:13])=O)=[CH:4][CH:3]=1.C([O-])([O-])=O.[K+].[K+].